This data is from Forward reaction prediction with 1.9M reactions from USPTO patents (1976-2016). The task is: Predict the product of the given reaction. (1) Given the reactants [NH4+:1].[Cl-].C[Al](C)C.[Al].[F:8][C:9]([F:36])([F:35])[C:10]1[CH:11]=[C:12]([CH:32]=[CH:33][CH:34]=1)[CH2:13][CH:14]1[S:18][C:17](=[N:19][C:20]2[CH:30]=[CH:29][C:23]([C:24](OCC)=[O:25])=[CH:22][CH:21]=2)[NH:16][C:15]1=[O:31], predict the reaction product. The product is: [F:35][C:9]([F:36])([F:8])[C:10]1[CH:11]=[C:12]([CH:32]=[CH:33][CH:34]=1)[CH2:13][CH:14]1[S:18][C:17](=[N:19][C:20]2[CH:30]=[CH:29][C:23]([C:24]([NH2:1])=[O:25])=[CH:22][CH:21]=2)[NH:16][C:15]1=[O:31]. (2) Given the reactants C[O:2][C:3]([C:5]1[S:6][C:7]([CH2:10][N:11]([CH2:15][CH:16]=[CH2:17])[CH2:12][CH:13]=[CH2:14])=[CH:8][CH:9]=1)=[O:4].[OH-].[K+], predict the reaction product. The product is: [CH2:12]([N:11]([CH2:10][C:7]1[S:6][C:5]([C:3]([OH:4])=[O:2])=[CH:9][CH:8]=1)[CH2:15][CH:16]=[CH2:17])[CH:13]=[CH2:14]. (3) Given the reactants P([O:13][CH2:14][CH2:15][C@@H:16]1[CH2:20][CH2:19][CH2:18][N:17]1[CH2:21][CH2:22][CH2:23][O:24][C:25]1[CH:34]=[C:33]2[C:28]([C:29]([NH:35][C:36]3[CH:40]=[C:39]([CH2:41][C:42]([NH:44][C:45]4[CH:50]=[CH:49][CH:48]=[C:47]([F:51])[C:46]=4[F:52])=[O:43])[NH:38][N:37]=3)=[N:30][CH:31]=[N:32]2)=[CH:27][CH:26]=1)(OC(C)(C)C)(OC(C)(C)C)=O.OCC[C@@H]1CCCN1, predict the reaction product. The product is: [F:52][C:46]1[C:47]([F:51])=[CH:48][CH:49]=[CH:50][C:45]=1[NH:44][C:42](=[O:43])[CH2:41][C:39]1[NH:38][N:37]=[C:36]([NH:35][C:29]2[C:28]3[C:33](=[CH:34][C:25]([O:24][CH2:23][CH2:22][CH2:21][N:17]4[CH2:18][CH2:19][CH2:20][C@H:16]4[CH2:15][CH2:14][OH:13])=[CH:26][CH:27]=3)[N:32]=[CH:31][N:30]=2)[CH:40]=1. (4) Given the reactants [S:1]1[CH:5]=[CH:4][C:3]([C:6]2[CH:7]=[CH:8][CH:9]=[C:10]3[C:15]=2[N:14]=[CH:13][N:12]=[C:11]3O)=[CH:2]1.P(Cl)(Cl)([Cl:19])=O, predict the reaction product. The product is: [Cl:19][C:11]1[C:10]2[C:15](=[C:6]([C:3]3[CH:4]=[CH:5][S:1][CH:2]=3)[CH:7]=[CH:8][CH:9]=2)[N:14]=[CH:13][N:12]=1. (5) Given the reactants [NH:1]1[CH:5]=[CH:4][C:3]([C@@H:6]([NH:9][C:10]([C:12]2[C:13]3[CH:20]=[N:19][N:18]([C:21]4[CH:26]=[CH:25][C:24]([F:27])=[CH:23][CH:22]=4)[C:14]=3[CH:15]=[N:16][CH:17]=2)=[O:11])[CH2:7][CH3:8])=[N:2]1.[H-].[Na+].[CH3:30][S:31](Cl)(=[O:33])=[O:32], predict the reaction product. The product is: [CH3:30][S:31]([N:1]1[CH:5]=[CH:4][C:3]([C@@H:6]([NH:9][C:10]([C:12]2[C:13]3[CH:20]=[N:19][N:18]([C:21]4[CH:22]=[CH:23][C:24]([F:27])=[CH:25][CH:26]=4)[C:14]=3[CH:15]=[N:16][CH:17]=2)=[O:11])[CH2:7][CH3:8])=[N:2]1)(=[O:33])=[O:32].